The task is: Binary Classification. Given a miRNA mature sequence and a target amino acid sequence, predict their likelihood of interaction.. This data is from Experimentally validated miRNA-target interactions with 360,000+ pairs, plus equal number of negative samples. (1) The miRNA is hsa-miR-3610 with sequence GAAUCGGAAAGGAGGCGCCG. The protein sequence of the target gene is MACYLVISSRHLSNGHYRGIKGVFRGPLCKNGSPSPDFAEKKSTAKALEDVKANFYCELCDKQYHKHQEFDNHINSYDHAHKQRLKELKQREFARNVASKSWKDEKKQEKALKRLHQLAELRQQSECVSGNGPAYKAPRVAIEKQLQQGIFPIKNGRKVSCMKSALLLKGKNLPRIISDKQRSTMPNRHQLQSDRRCLFGNQVLQTSSDLSNANHRTGVSFTFSKKVHLKLESSASVFSENTEETHDCNKSPIYKTKQTADKCKCCRFANKDTHLTKEKEVNISPSHLESVLHNTISINS.... Result: 0 (no interaction). (2) The miRNA is hsa-miR-3137 with sequence UCUGUAGCCUGGGAGCAAUGGGGU. The protein sequence of the target gene is MRGSPGDAERRQRWGRLFEELDSNKDGRVDVHELRQGLARLGGGNPDPGAQQGISSEGDADPDGGLDLEEFSRYLQEREQRLLLMFHSLDRNQDGHIDVSEIQQSFRALGISISLEQAEKILHSMDRDGTMTIDWQEWRDHFLLHSLENVEDVLYFWKHSTVLDIGECLTVPDEFSKQEKLTGMWWKQLVAGAVAGAVSRTGTAPLDRLKVFMQVHASKTNRLNILGGLRSMVLEGGIRSLWRGNGINVLKIAPESAIKFMAYEQIKRAILGQQETLHVQERFVAGSLAGATAQTIIYPM.... Result: 0 (no interaction). (3) The miRNA is mmu-miR-743b-5p with sequence UGUUCAGACUGGUGUCCAUCA. The protein sequence of the target gene is MAEAALLLLPEAAAERDAREKLALWDRRPDTTAPLTDRQTDSVLELKAAAENLPVPAELPIEDLCSLTSQSLPIELTSVVPESTEDILLKGFTSLGMEEERIETAQQFFSWFAKLQTQMDQDEGTKYRQMRDYLSGFQEQCDAILNDVNSALQHLESLQKQYLFVSNKTGTLHEACEQLLKEQSELVDLAENIQQKLSYFNELETINTKLNSPTLSVNSDGFIPMLAKLDDCITYISSHPNFKDYPIYLLKFKQCLSKALHLMKTYTVNTLQTLTSQLLKRDPSSVPNADNAFTLFYVKF.... Result: 0 (no interaction).